This data is from Full USPTO retrosynthesis dataset with 1.9M reactions from patents (1976-2016). The task is: Predict the reactants needed to synthesize the given product. (1) Given the product [NH:8]1[CH2:13][CH2:12][CH:11]([NH:14][C:15]2[CH:20]=[CH:19][C:18]([CH3:21])=[CH:17][N:16]=2)[CH2:10][CH2:9]1, predict the reactants needed to synthesize it. The reactants are: C([N:8]1[CH2:13][CH2:12][CH:11]([NH:14][C:15]2[CH:20]=[CH:19][C:18]([CH3:21])=[CH:17][N:16]=2)[CH2:10][CH2:9]1)C1C=CC=CC=1. (2) Given the product [ClH:41].[ClH:41].[Cl:41][C:39]1[CH:38]=[CH:37][C:36]([F:42])=[C:35]([C:27]2[CH:26]=[C:25]([C:23]3[CH:22]=[N:21][CH:20]=[C:19]([C:17]4[CH:16]=[N:15][N:14]([CH:11]5[CH2:10][CH2:9][NH:8][CH2:13][CH2:12]5)[CH:18]=4)[CH:24]=3)[C:34]3[C:29](=[N:30][CH:31]=[CH:32][CH:33]=3)[N:28]=2)[CH:40]=1, predict the reactants needed to synthesize it. The reactants are: C(OC([N:8]1[CH2:13][CH2:12][CH:11]([N:14]2[CH:18]=[C:17]([C:19]3[CH:20]=[N:21][CH:22]=[C:23]([C:25]4[C:34]5[C:29](=[N:30][CH:31]=[CH:32][CH:33]=5)[N:28]=[C:27]([C:35]5[CH:40]=[C:39]([Cl:41])[CH:38]=[CH:37][C:36]=5[F:42])[CH:26]=4)[CH:24]=3)[CH:16]=[N:15]2)[CH2:10][CH2:9]1)=O)(C)(C)C. (3) Given the product [F:1][C@H:2]1[C@@H:7]([O:8][C:9]2[CH:16]=[CH:15][C:14]([C:17]3[N:22]=[C:21]([NH:23][C:24]4[CH:29]=[CH:28][C:27]([N:30]5[CH2:31][CH2:32][N:33]([CH:36]6[CH2:39][O:38][CH2:37]6)[CH2:34][CH2:35]5)=[CH:26][CH:25]=4)[N:20]=[CH:19][N:18]=3)=[CH:13][C:10]=2[C:11]#[N:12])[CH2:6][CH2:5][N:4]([C:48]([N:45]2[CH2:46][CH2:47][C@@H:43]([F:42])[CH2:44]2)=[O:49])[CH2:3]1, predict the reactants needed to synthesize it. The reactants are: [F:1][C@H:2]1[C@@H:7]([O:8][C:9]2[CH:16]=[CH:15][C:14]([C:17]3[N:22]=[C:21]([NH:23][C:24]4[CH:29]=[CH:28][C:27]([N:30]5[CH2:35][CH2:34][N:33]([CH:36]6[CH2:39][O:38][CH2:37]6)[CH2:32][CH2:31]5)=[CH:26][CH:25]=4)[N:20]=[CH:19][N:18]=3)=[CH:13][C:10]=2[C:11]#[N:12])[CH2:6][CH2:5][NH:4][CH2:3]1.Cl.Cl.[F:42][C@@H:43]1[CH2:47][CH2:46][NH:45][CH2:44]1.[C:48](Cl)(Cl)=[O:49]. (4) The reactants are: N1([C@H]2CCC[C@H]2N)CCCC1.[F:12][CH:13]([F:40])[O:14][C:15]1[CH:33]=[C:32]([C:34]([F:37])([F:36])[F:35])[CH:31]=[C:30]([O:38][CH3:39])[C:16]=1[C:17]([NH:19][C@H:20]1[CH2:24][CH2:23][CH2:22][C@H:21]1[N:25]1[CH2:29][CH2:28][CH2:27][CH2:26]1)=[O:18]. Given the product [F:40][CH:13]([F:12])[O:14][C:15]1[CH:33]=[C:32]([C:34]([F:37])([F:35])[F:36])[CH:31]=[C:30]([O:38][CH3:39])[C:16]=1[C:17]([NH:19][C@@H:20]1[CH2:24][CH2:23][CH2:22][C@@H:21]1[N:25]1[CH2:29][CH2:28][CH2:27][CH2:26]1)=[O:18], predict the reactants needed to synthesize it.